From a dataset of Full USPTO retrosynthesis dataset with 1.9M reactions from patents (1976-2016). Predict the reactants needed to synthesize the given product. (1) The reactants are: [Br:1][C:2]1[C:10]([N+:11]([O-:13])=[O:12])=[CH:9][CH:8]=[CH:7][C:3]=1[C:4]([OH:6])=[O:5].[CH3:14][Si](Cl)(C)C. Given the product [CH3:14][O:5][C:4](=[O:6])[C:3]1[CH:7]=[CH:8][CH:9]=[C:10]([N+:11]([O-:13])=[O:12])[C:2]=1[Br:1], predict the reactants needed to synthesize it. (2) Given the product [F:1][C:2]1[CH:15]=[CH:14][C:5]([CH2:6][N:7]2[CH2:12][CH2:11][N:10]([C:18]([NH:17][CH3:16])=[O:19])[CH2:9][C:8]2=[O:13])=[CH:4][CH:3]=1, predict the reactants needed to synthesize it. The reactants are: [F:1][C:2]1[CH:15]=[CH:14][C:5]([CH2:6][N:7]2[CH2:12][CH2:11][NH:10][CH2:9][C:8]2=[O:13])=[CH:4][CH:3]=1.[CH3:16][N:17]=[C:18]=[O:19].